This data is from Forward reaction prediction with 1.9M reactions from USPTO patents (1976-2016). The task is: Predict the product of the given reaction. (1) Given the reactants [NH:1]1[C:11]2[C:6](=[CH:7][CH:8]=[CH:9][CH:10]=2)[C:4](=O)[C:2]1=[O:3].[H-].[K+].[F:14][C:15]1[CH:22]=[CH:21][C:18]([CH2:19]Br)=[CH:17][CH:16]=1, predict the reaction product. The product is: [F:14][C:15]1[CH:22]=[CH:21][C:18]([CH2:19][N:1]2[C:11]3[C:6](=[CH:7][CH:8]=[CH:9][CH:10]=3)[C:4](=[CH:4][C:6]3[CH:11]=[CH:10][CH:9]=[CH:8][CH:7]=3)[C:2]2=[O:3])=[CH:17][CH:16]=1. (2) Given the reactants [Cl:1][C:2]1[CH:7]=[C:6]([S:8][CH:9]2[CH2:13][CH2:12][CH2:11][CH2:10]2)[N+:5]([O-])=[C:4]2[CH2:15][CH2:16][CH2:17][C:3]=12, predict the reaction product. The product is: [Cl:1][C:2]1[CH:7]=[C:6]([S:8][CH:9]2[CH2:13][CH2:12][CH2:11][CH2:10]2)[N:5]=[C:4]2[CH2:15][CH2:16][CH2:17][C:3]=12. (3) Given the reactants [CH3:1][S:2]([C:5]1[CH:21]=[CH:20][C:8]([CH2:9][CH:10]2[C:15](=[O:16])[O:14]C(C)(C)[O:12][C:11]2=[O:19])=[CH:7][CH:6]=1)(=[O:4])=[O:3].[OH-].[Na+], predict the reaction product. The product is: [CH3:1][S:2]([C:5]1[CH:6]=[CH:7][C:8]([CH2:9][CH:10]([C:11]([OH:19])=[O:12])[C:15]([OH:16])=[O:14])=[CH:20][CH:21]=1)(=[O:3])=[O:4]. (4) Given the reactants [CH2:1]([N:3]([CH2:12][CH3:13])[C:4]([CH:6]1[O:11][CH2:10][CH2:9][NH:8][CH2:7]1)=[O:5])[CH3:2].O=[C:15]1[CH2:20][CH2:19][N:18]([C:21]([O:23][CH2:24][C:25]2[CH:30]=[CH:29][CH:28]=[CH:27][CH:26]=2)=[O:22])[CH2:17][CH2:16]1.C(OCC)(=O)C.[ClH:37], predict the reaction product. The product is: [ClH:37].[CH2:12]([N:3]([CH2:1][CH3:2])[C:4]([CH:6]1[O:11][CH2:10][CH2:9][N:8]([CH:15]2[CH2:20][CH2:19][N:18]([C:21]([O:23][CH2:24][C:25]3[CH:26]=[CH:27][CH:28]=[CH:29][CH:30]=3)=[O:22])[CH2:17][CH2:16]2)[CH2:7]1)=[O:5])[CH3:13]. (5) Given the reactants [NH2:1][C:2]1[C:11]2[N:12]=[C:13]([CH2:41][CH2:42][O:43][CH3:44])[N:14]([CH2:15][CH2:16][CH2:17][N:18]([CH2:27][C:28]3[C:29]([O:39][CH3:40])=[C:30]([CH:36]=[CH:37][CH:38]=3)[O:31][CH2:32][C:33]([OH:35])=[O:34])[C:19](=[O:26])[CH2:20][N:21]([CH2:24][CH3:25])[CH2:22][CH3:23])[C:10]=2[C:9]2[CH:8]=[CH:7][CH:6]=[CH:5][C:4]=2[N:3]=1.[CH:45](O)([CH3:47])[CH3:46], predict the reaction product. The product is: [NH2:1][C:2]1[C:11]2[N:12]=[C:13]([CH2:41][CH2:42][O:43][CH3:44])[N:14]([CH2:15][CH2:16][CH2:17][N:18]([CH2:27][C:28]3[C:29]([O:39][CH3:40])=[C:30]([CH:36]=[CH:37][CH:38]=3)[O:31][CH2:32][C:33]([O:35][CH:45]([CH3:47])[CH3:46])=[O:34])[C:19](=[O:26])[CH2:20][N:21]([CH2:24][CH3:25])[CH2:22][CH3:23])[C:10]=2[C:9]2[CH:8]=[CH:7][CH:6]=[CH:5][C:4]=2[N:3]=1. (6) Given the reactants Cl.CC1(C)[O:7][CH:6]([CH2:8][O:9][NH:10][C:11]([C:13]2[C:14]([NH:24][C:25]3[CH:30]=[CH:29][C:28]([Br:31])=[CH:27][C:26]=3[F:32])=[C:15]([Cl:23])[C:16](=[O:22])[N:17]3[C:21]=2[CH2:20][CH2:19][CH2:18]3)=[O:12])[CH2:5][O:4]1, predict the reaction product. The product is: [OH:7][CH:6]([CH2:5][OH:4])[CH2:8][O:9][NH:10][C:11]([C:13]1[C:14]([NH:24][C:25]2[CH:30]=[CH:29][C:28]([Br:31])=[CH:27][C:26]=2[F:32])=[C:15]([Cl:23])[C:16](=[O:22])[N:17]2[C:21]=1[CH2:20][CH2:19][CH2:18]2)=[O:12]. (7) Given the reactants [C:1]([NH:8][C:9]1[CH:14]=[CH:13][C:12]([NH2:15])=[CH:11][CH:10]=1)([O:3][C:4]([CH3:7])([CH3:6])[CH3:5])=[O:2].[O-]S([O-])(=O)=O.[Mg+2].[C:22]([C:26]1C=C(O)C(=[CH:31][CH:32]=1)O)(C)([CH3:24])[CH3:23].II, predict the reaction product. The product is: [C:4]([O:3][C:1](=[O:2])[NH:8][C:9]1[CH:10]=[C:11]2[C:12](=[CH:13][CH:14]=1)[NH:15][C:22]([CH3:24])([CH3:23])[CH:26]=[C:32]2[CH3:31])([CH3:7])([CH3:6])[CH3:5]. (8) The product is: [NH2:1][C:2]1[C:3]([Cl:13])=[CH:4][CH:5]=[C:6]2[C:11]=1[CH:10]=[C:9]([NH:15][CH3:14])[CH:8]=[CH:7]2. Given the reactants [NH2:1][C:2]1[C:3]([Cl:13])=[CH:4][CH:5]=[C:6]2[C:11]=1[CH:10]=[C:9](O)[CH:8]=[CH:7]2.[CH3:14][NH2:15], predict the reaction product.